Predict which catalyst facilitates the given reaction. From a dataset of Catalyst prediction with 721,799 reactions and 888 catalyst types from USPTO. (1) Reactant: [NH:1]1[CH:5]=[CH:4][N:3]=[CH:2]1.C[O-].[Na+].[C:9]([O:13][C:14]([NH:16][CH2:17][CH2:18][CH2:19][CH2:20][CH2:21][CH2:22]Br)=[O:15])([CH3:12])([CH3:11])[CH3:10]. Product: [C:9]([O:13][C:14]([NH:16][CH2:17][CH2:18][CH2:19][CH2:20][CH2:21][CH2:22][N:1]1[CH:5]=[CH:4][N:3]=[CH:2]1)=[O:15])([CH3:12])([CH3:11])[CH3:10]. The catalyst class is: 9. (2) Reactant: [C:1]([O:5][C:6](=[O:20])[C:7]1[CH:12]=[CH:11][CH:10]=[C:9]([C:13]2[C:18]([CH3:19])=[CH:17][CH:16]=[CH:15][N:14]=2)[CH:8]=1)([CH3:4])([CH3:3])[CH3:2].NC(N)=[O:23].OO.C1(=O)OC(=O)C2=CC=CC=C12.[O-]S([O-])=O.[Na+].[Na+].C([O-])([O-])=O.[Na+].[Na+]. Product: [C:1]([O:5][C:6]([C:7]1[CH:8]=[C:9]([C:13]2[C:18]([CH3:19])=[CH:17][CH:16]=[CH:15][N+:14]=2[O-:23])[CH:10]=[CH:11][CH:12]=1)=[O:20])([CH3:4])([CH3:3])[CH3:2]. The catalyst class is: 161. (3) Reactant: NCC[N:4]1C(=O)/[C:7](=[CH:10]/[C:11]2[CH:16]=[CH:15][C:14]([O:17][CH2:18][CH3:19])=[CH:13][CH:12]=2)/[S:6][C:5]1=[O:20].[CH2:21]([N:23]([CH2:26]C)[CH2:24][CH3:25])C.[CH2:28]=[O:29].C(O[BH-](OC(=O)C)OC(=O)C)(=O)C.[Na+]. Product: [CH3:26][N:23]([CH3:21])[CH2:24][CH2:25][N:4]1[C:28](=[O:29])/[C:7](=[CH:10]/[C:11]2[CH:16]=[CH:15][C:14]([O:17][CH2:18][CH3:19])=[CH:13][CH:12]=2)/[S:6][C:5]1=[O:20]. The catalyst class is: 26. (4) Reactant: [Cl:1][C:2]1[C:6]2[CH:7]=[CH:8][C:9]([F:11])=[CH:10][C:5]=2[S:4][C:3]=1[C:12]([OH:14])=O.CN(C(ON1N=[N:30][C:25]2[CH:26]=[CH:27][CH:28]=[N:29][C:24]1=2)=[N+](C)C)C.F[P-](F)(F)(F)(F)F.[CH:39](N(CC)C(C)C)(C)[CH3:40]. Product: [ClH:1].[N:29]12[CH2:28][CH2:27][CH:26]([CH2:39][CH2:40]1)[C@H:25]([NH:30][C:12]([C:3]1[S:4][C:5]3[CH:10]=[C:9]([F:11])[CH:8]=[CH:7][C:6]=3[C:2]=1[Cl:1])=[O:14])[CH2:24]2. The catalyst class is: 3.